This data is from Catalyst prediction with 721,799 reactions and 888 catalyst types from USPTO. The task is: Predict which catalyst facilitates the given reaction. Reactant: [N:1]1[CH:6]=[CH:5][CH:4]=[C:3]([C:7]2[CH:11]=[C:10]([C:12]([F:15])([F:14])[F:13])[N:9]([C:16]3[N:21]=[N:20][C:19]([NH2:22])=[CH:18][CH:17]=3)[N:8]=2)[CH:2]=1.C(N(CC)C(C)C)(C)C.[CH2:32]([N:34]1[C:39](=[O:40])[CH:38]=[CH:37][C:36]([C:41](Cl)=[O:42])=[CH:35]1)[CH3:33].C(=O)(O)[O-].[Na+]. Product: [N:1]1[CH:6]=[CH:5][CH:4]=[C:3]([C:7]2[CH:11]=[C:10]([C:12]([F:15])([F:13])[F:14])[N:9]([C:16]3[N:21]=[N:20][C:19]([NH2:22])=[CH:18][CH:17]=3)[N:8]=2)[CH:2]=1.[N:1]1[CH:6]=[CH:5][CH:4]=[C:3]([C:7]2[CH:11]=[C:10]([C:12]([F:15])([F:13])[F:14])[N:9]([C:16]3[N:21]=[N:20][C:19]([NH:22][C:41]([C:36]4[CH:37]=[CH:38][C:39](=[O:40])[N:34]([CH2:32][CH3:33])[CH:35]=4)=[O:42])=[CH:18][CH:17]=3)[N:8]=2)[CH:2]=1. The catalyst class is: 7.